Dataset: NCI-60 drug combinations with 297,098 pairs across 59 cell lines. Task: Regression. Given two drug SMILES strings and cell line genomic features, predict the synergy score measuring deviation from expected non-interaction effect. (1) Drug 1: C1CN1C2=NC(=NC(=N2)N3CC3)N4CC4. Drug 2: CC12CCC3C(C1CCC2O)C(CC4=C3C=CC(=C4)O)CCCCCCCCCS(=O)CCCC(C(F)(F)F)(F)F. Cell line: PC-3. Synergy scores: CSS=9.11, Synergy_ZIP=-1.70, Synergy_Bliss=-2.24, Synergy_Loewe=-4.24, Synergy_HSA=-0.904. (2) Drug 1: CC1=C2C(C(=O)C3(C(CC4C(C3C(C(C2(C)C)(CC1OC(=O)C(C(C5=CC=CC=C5)NC(=O)OC(C)(C)C)O)O)OC(=O)C6=CC=CC=C6)(CO4)OC(=O)C)O)C)O. Drug 2: CNC(=O)C1=NC=CC(=C1)OC2=CC=C(C=C2)NC(=O)NC3=CC(=C(C=C3)Cl)C(F)(F)F. Cell line: HOP-92. Synergy scores: CSS=11.3, Synergy_ZIP=-2.23, Synergy_Bliss=0.804, Synergy_Loewe=6.41, Synergy_HSA=0.854. (3) Drug 1: CC=C1C(=O)NC(C(=O)OC2CC(=O)NC(C(=O)NC(CSSCCC=C2)C(=O)N1)C(C)C)C(C)C. Drug 2: CN(C(=O)NC(C=O)C(C(C(CO)O)O)O)N=O. Cell line: 786-0. Synergy scores: CSS=31.5, Synergy_ZIP=-0.0445, Synergy_Bliss=-0.0912, Synergy_Loewe=-27.8, Synergy_HSA=0.00987. (4) Drug 1: C1C(C(OC1N2C=NC3=C(N=C(N=C32)Cl)N)CO)O. Drug 2: CC1=C(C(CCC1)(C)C)C=CC(=CC=CC(=CC(=O)O)C)C. Cell line: OVCAR-8. Synergy scores: CSS=53.7, Synergy_ZIP=0.441, Synergy_Bliss=-0.371, Synergy_Loewe=-1.66, Synergy_HSA=1.28. (5) Drug 1: C1CCN(CC1)CCOC2=CC=C(C=C2)C(=O)C3=C(SC4=C3C=CC(=C4)O)C5=CC=C(C=C5)O. Synergy scores: CSS=-2.53, Synergy_ZIP=0.620, Synergy_Bliss=-0.859, Synergy_Loewe=-3.04, Synergy_HSA=-3.32. Drug 2: CC1=C(C=C(C=C1)NC(=O)C2=CC=C(C=C2)CN3CCN(CC3)C)NC4=NC=CC(=N4)C5=CN=CC=C5. Cell line: SK-OV-3. (6) Drug 1: CN1CCC(CC1)COC2=C(C=C3C(=C2)N=CN=C3NC4=C(C=C(C=C4)Br)F)OC. Drug 2: CN(C)C1=NC(=NC(=N1)N(C)C)N(C)C. Cell line: IGROV1. Synergy scores: CSS=60.0, Synergy_ZIP=2.81, Synergy_Bliss=6.06, Synergy_Loewe=-32.1, Synergy_HSA=6.70.